Dataset: Reaction yield outcomes from USPTO patents with 853,638 reactions. Task: Predict the reaction yield, written as a fraction of the theoretical maximum amount of product (1.0 means a 100% yield; for example, 0.34 means a 34% yield). The reactants are [H-].[Al+3].[Li+].[H-].[H-].[H-].[C:7]([C:9]1[CH:14]=[CH:13][C:12]([C:15](OC)=[O:16])=[CH:11][C:10]=1[C:19](OC)=[O:20])#[N:8].CO.O. The catalyst is C1COCC1. The product is [NH2:8][CH2:7][C:9]1[CH:14]=[CH:13][C:12]([CH2:15][OH:16])=[CH:11][C:10]=1[CH2:19][OH:20]. The yield is 0.940.